This data is from Forward reaction prediction with 1.9M reactions from USPTO patents (1976-2016). The task is: Predict the product of the given reaction. (1) Given the reactants Cl[C:2]1[N:7]=[C:6]([Cl:8])[N:5]=[CH:4][N:3]=1.CCN(C(C)C)C(C)C.[NH2:18][C:19]1[NH:20][C:21]2[CH:27]=[CH:26][CH:25]=[CH:24][C:22]=2[N:23]=1.O, predict the reaction product. The product is: [Cl:8][C:6]1[N:5]=[CH:4][N:3]=[C:2]([N:20]2[C:21]3[CH:27]=[CH:26][CH:25]=[CH:24][C:22]=3[N:23]=[C:19]2[NH2:18])[N:7]=1. (2) Given the reactants [N+](=[CH:3][C:4]([CH2:6][C:7]1[S:8][CH:9]=[CH:10][CH:11]=1)=[O:5])=[N-], predict the reaction product. The product is: [S:8]1[CH:9]=[CH:10][C:11]2[CH2:3][C:4](=[O:5])[CH2:6][C:7]1=2.